This data is from Aqueous solubility values for 9,982 compounds from the AqSolDB database. The task is: Regression/Classification. Given a drug SMILES string, predict its absorption, distribution, metabolism, or excretion properties. Task type varies by dataset: regression for continuous measurements (e.g., permeability, clearance, half-life) or binary classification for categorical outcomes (e.g., BBB penetration, CYP inhibition). For this dataset (solubility_aqsoldb), we predict Y. (1) The Y is -4.29 log mol/L. The drug is CC(C)OC(=O)CC(C(=O)OC(C)C)S(=O)(=O)c1ccc([N+](=O)[O-])cc1. (2) The molecule is CCN(CC)S(=O)(=O)c1ccc(OC)c(N/N=C2/C(=O)C(C(=O)Nc3cc(Cl)c(OC)cc3OC)=Cc3ccccc32)c1. The Y is -7.91 log mol/L. (3) The molecule is CCOC(=O)Cn1c(=O)sc2cccc(Cl)c21. The Y is -3.76 log mol/L. (4) The drug is O=c1[nH]c(CN2CCCC2)c(Cl)c(=O)[nH]1. The Y is -1.54 log mol/L.